From a dataset of Forward reaction prediction with 1.9M reactions from USPTO patents (1976-2016). Predict the product of the given reaction. (1) Given the reactants [C:1]([O:5][C:6]([N:8]1[CH2:12][C@@H:11]([CH:13]=O)[C@H:10]([CH2:15][N:16]([C:20](=[O:35])[C:21]2[CH:26]=[CH:25][C:24]([CH2:27][CH3:28])=[C:23]([O:29][CH2:30][CH2:31][CH2:32][O:33][CH3:34])[CH:22]=2)[CH:17]([CH3:19])[CH3:18])[CH2:9]1)=[O:7])([CH3:4])([CH3:3])[CH3:2].[CH3:36][NH2:37].[BH4-].[Na+].C(Cl)Cl.CO.[NH4+].[OH-], predict the reaction product. The product is: [C:1]([O:5][C:6]([N:8]1[CH2:12][C@@H:11]([CH2:13][NH:37][CH3:36])[C@H:10]([CH2:15][N:16]([C:20](=[O:35])[C:21]2[CH:26]=[CH:25][C:24]([CH2:27][CH3:28])=[C:23]([O:29][CH2:30][CH2:31][CH2:32][O:33][CH3:34])[CH:22]=2)[CH:17]([CH3:19])[CH3:18])[CH2:9]1)=[O:7])([CH3:4])([CH3:3])[CH3:2]. (2) Given the reactants FC(F)(F)S(O[C:7]1[CH:8]=[N:9][C:10]([Cl:23])=[CH:11][C:12]=1[C:13]1[NH:14][C:15]2[C:20]([CH:21]=1)=[C:19]([F:22])[CH:18]=[CH:17][CH:16]=2)(=O)=O.[CH2:26]([Sn](CCCC)(CCCC)C(C)=C)[CH2:27][CH2:28]C, predict the reaction product. The product is: [Cl:23][C:10]1[CH:11]=[C:12]([C:13]2[NH:14][C:15]3[C:20]([CH:21]=2)=[C:19]([F:22])[CH:18]=[CH:17][CH:16]=3)[C:7]([C:27]([CH3:28])=[CH2:26])=[CH:8][N:9]=1.